This data is from Peptide-MHC class I binding affinity with 185,985 pairs from IEDB/IMGT. The task is: Regression. Given a peptide amino acid sequence and an MHC pseudo amino acid sequence, predict their binding affinity value. This is MHC class I binding data. (1) The peptide sequence is AMYDPQTYY. The MHC is HLA-A02:01 with pseudo-sequence HLA-A02:01. The binding affinity (normalized) is 0.0847. (2) The peptide sequence is SSYGMHWVR. The MHC is HLA-A01:01 with pseudo-sequence HLA-A01:01. The binding affinity (normalized) is 0. (3) The peptide sequence is KSTQSVLCVK. The MHC is HLA-A33:01 with pseudo-sequence HLA-A33:01. The binding affinity (normalized) is 0.137. (4) The peptide sequence is IPQCRLTPL. The MHC is HLA-B45:01 with pseudo-sequence HLA-B45:01. The binding affinity (normalized) is 0. (5) The peptide sequence is TINAWIKGV. The MHC is HLA-A02:01 with pseudo-sequence HLA-A02:01. The binding affinity (normalized) is 0.368.